Dataset: Full USPTO retrosynthesis dataset with 1.9M reactions from patents (1976-2016). Task: Predict the reactants needed to synthesize the given product. (1) Given the product [O:1]1[C:5]2[CH:6]=[CH:7][C:8]([CH2:10][C:11]([N:28]([O:29][CH3:30])[CH3:27])=[O:13])=[CH:9][C:4]=2[O:3][CH2:2]1, predict the reactants needed to synthesize it. The reactants are: [O:1]1[C:5]2[CH:6]=[CH:7][C:8]([CH2:10][C:11]([OH:13])=O)=[CH:9][C:4]=2[O:3][CH2:2]1.C1N=CN(C(N2C=NC=C2)=O)C=1.Cl.[CH3:27][NH:28][O:29][CH3:30]. (2) The reactants are: [NH2:1][C:2]1[CH:11]=[C:10]2[C:5]([CH2:6][CH2:7][CH2:8][N:9]2C(=O)C(F)(F)F)=[CH:4][CH:3]=1.[CH3:18][C:19]1[N:27]=[C:26]([C:28]2[CH:33]=[CH:32][C:31]([F:34])=[C:30]([F:35])[CH:29]=2)[CH:25]=[CH:24][C:20]=1[C:21](O)=[O:22].Cl. Given the product [F:35][C:30]1[CH:29]=[C:28]([C:26]2[CH:25]=[CH:24][C:20]([C:21]([NH:1][C:2]3[CH:11]=[C:10]4[C:5]([CH2:6][CH2:7][CH2:8][NH:9]4)=[CH:4][CH:3]=3)=[O:22])=[C:19]([CH3:18])[N:27]=2)[CH:33]=[CH:32][C:31]=1[F:34], predict the reactants needed to synthesize it. (3) Given the product [Br:12][CH2:1][C:2]1[N:3]=[CH:4][C:5]([C:8]([O:10][CH3:11])=[O:9])=[N:6][CH:7]=1, predict the reactants needed to synthesize it. The reactants are: [CH3:1][C:2]1[N:3]=[CH:4][C:5]([C:8]([O:10][CH3:11])=[O:9])=[N:6][CH:7]=1.[Br:12]Br. (4) Given the product [CH:2]([C:4]1[CH:5]=[C:6]([CH:10]([NH2:12])[CH3:11])[CH:7]=[N:8][CH:9]=1)([CH3:3])[CH3:1], predict the reactants needed to synthesize it. The reactants are: [CH2:1]=[C:2]([C:4]1[CH:5]=[C:6]([C:10](=[N:12]O)[CH3:11])[CH:7]=[N:8][CH:9]=1)[CH3:3]. (5) The reactants are: C(N(CC)C(C)C)(C)C.C(O[C:14](=[O:16])[CH3:15])(=O)C.[NH2:17][C@H:18]1[CH2:22][CH2:21][N:20]([C:23]2[N:28]=[CH:27][C:26]([C:29]3[CH:34]=[C:33]([CH3:35])[CH:32]=[C:31]([NH:36][C:37]4[CH:42]=[C:41]([C:43]([F:46])([F:45])[F:44])[CH:40]=[CH:39][N:38]=4)[N:30]=3)=[CH:25][CH:24]=2)[CH2:19]1. Given the product [CH3:35][C:33]1[CH:32]=[C:31]([NH:36][C:37]2[CH:42]=[C:41]([C:43]([F:44])([F:46])[F:45])[CH:40]=[CH:39][N:38]=2)[N:30]=[C:29]([C:26]2[CH:27]=[N:28][C:23]([N:20]3[CH2:21][CH2:22][C@H:18]([NH:17][C:14](=[O:16])[CH3:15])[CH2:19]3)=[CH:24][CH:25]=2)[CH:34]=1, predict the reactants needed to synthesize it.